From a dataset of Experimentally validated miRNA-target interactions with 360,000+ pairs, plus equal number of negative samples. Binary Classification. Given a miRNA mature sequence and a target amino acid sequence, predict their likelihood of interaction. (1) The miRNA is hsa-miR-661 with sequence UGCCUGGGUCUCUGGCCUGCGCGU. The protein sequence of the target gene is MTDALLPAAPQPLEKENDGYFRKGCNPLAQTGRSKLQNQRAALNQQILKAVRMRTGAENLLKVATNSKVREQVRLELSFVNSDLQMLKEELEGLNISVGVYQNTEEAFTIPLIPLGLKETKDVDFAVVLKDFILEHYSEDGYLYEDEIADLMDLRQACRTPSRDEAGVELLMTYFIQLGFVESRFFPPTRQMGLLFTWYDSLTGVPVSQQNLLLEKASVLFNTGALYTQIGTRCDRQTQAGLESAIDAFQRAAGVLNYLKDTFTHTPSYDMSPAMLSVLVKMMLAQAQESVFEKISLPGI.... Result: 1 (interaction). (2) The miRNA is hsa-miR-3675-5p with sequence UAUGGGGCUUCUGUAGAGAUUUC. The protein sequence of the target gene is MEPHVLGAVLYWLLLPCALLAACLLRFSGLSLVYLLFLLLLPWFPGPTRCGLQGHTGRLLRALLGLSLLFLVAHLALQICLHIVPRLDQLLGPSCSRWETLSRHIGVTRLDLKDIPNAIRLVAPDLGILVVSSVCLGICGRLARNTRQSPHPRELDDDERDVDASPTAGLQEAATLAPTRRSRLAARFRVTAHWLLVAAGRVLAVTLLALAGIAHPSALSSVYLLLFLALCTWWACHFPISTRGFSRLCVAVGCFGAGHLICLYCYQMPLAQALLPPAGIWARVLGLKDFVGPTNCSSPH.... Result: 0 (no interaction). (3) The miRNA is hsa-miR-4520-3p with sequence UUGGACAGAAAACACGCAGGAA. The protein sequence of the target gene is MRKTRLWGLLWMLFVSELRAATKLTEEKYELKEGQTLDVKCDYTLEKFASSQKAWQIIRDGEMPKTLACTERPSKNSHPVQVGRIILEDYHDHGLLRVRMVNLQVEDSGLYQCVIYQPPKEPHMLFDRIRLVVTKGFSGTPGSNENSTQNVYKIPPTTTKALCPLYTSPRTVTQAPPKSTADVSTPDSEINLTNVTDIIRVPVFNIVILLAGGFLSKSLVFSVLFAVTLRSFVP. Result: 0 (no interaction). (4) The miRNA is hsa-miR-25-3p with sequence CAUUGCACUUGUCUCGGUCUGA. The protein sequence of the target gene is MRLKIGFILRSLLVVGSFLGLVVLWSSLTPRPDDPSPLSRMREDRDVNDPMPNRGGNGLAPGEDRFKPVVPWPHVEGVEVDLESIRRINKAKNEQEHHAGGDSQKDIMQRQYLTFKPQTFTYHDPVLRPGILGNFEPKEPEPPGVVGGPGEKAKPLVLGPEFKQAIQASIKEFGFNMVASDMISLDRSVNDLRQEECKYWHYDENLLTSSVVIVFHNEGWSTLMRTVHSVIKRTPRKYLAEIVLIDDFSNKEHLKEKLDEYIKLWNGLVKVFRNERREGLIQARSIGAQKAKLGQVLIYL.... Result: 1 (interaction). (5) The miRNA is hsa-miR-6770-5p with sequence UGAGAAGGCACAGCUUGCACGUGA. The protein sequence of the target gene is MLLFGLLVAGVADGCDLVPRHLRGRRASGSAGAAASPSAAAAGERQALLTDPCMSLSPPCFTEEDRFSLEALQTIHKQMDDDKDGGIEVDESDEFIREDMKYKDATNKHSHLHREDKHITVEDLWKQWKTSEVHNWTLEDTLQWLIEFVELPQYEKNFRDNNVKGTTLPRIAVHETSFMISQLKISDRSHRQKLQLKALDVVLFGPLTRPPHNWMKDFILTISIVIGVGGCWFAYTQNKTSKEHVAKMMKDLESLQTAEQSLMDLQERLEKAQEENRTVAVEKQNLERKMMDEINYAKEE.... Result: 0 (no interaction).